Dataset: Forward reaction prediction with 1.9M reactions from USPTO patents (1976-2016). Task: Predict the product of the given reaction. (1) The product is: [Cl:1][C:2]1[CH:7]=[CH:6][C:5](/[CH:8]=[CH:9]/[C:10]([N:34]2[CH2:35][CH2:36][CH:31]([CH2:30][CH2:29][N:21]([CH3:20])[C:22](=[O:28])[O:23][C:24]([CH3:25])([CH3:27])[CH3:26])[CH2:32][CH2:33]2)=[O:12])=[C:4]([CH2:13][N:14]2[N:18]=[N:17][C:16]([CH3:19])=[N:15]2)[CH:3]=1. Given the reactants [Cl:1][C:2]1[CH:7]=[CH:6][C:5](/[CH:8]=[CH:9]/[C:10]([OH:12])=O)=[C:4]([CH2:13][N:14]2[N:18]=[N:17][C:16]([CH3:19])=[N:15]2)[CH:3]=1.[CH3:20][N:21]([CH2:29][CH2:30][CH:31]1[CH2:36][CH2:35][NH:34][CH2:33][CH2:32]1)[C:22](=[O:28])[O:23][C:24]([CH3:27])([CH3:26])[CH3:25].CCN(C(C)C)C(C)C.C(P1(=O)OP(CCC)(=O)OP(CCC)(=O)O1)CC.CCOC(C)=O, predict the reaction product. (2) Given the reactants [F:1][C:2]([F:21])([F:20])[C:3]([C:12]1[CH:17]=[C:16]([CH3:18])[CH:15]=[CH:14][C:13]=1[I:19])([O:8][CH2:9][O:10][CH3:11])[C:4]([F:7])([F:6])[F:5].[Br:22]N1C(=O)CCC1=O, predict the reaction product. The product is: [Br:22][CH2:18][C:16]1[CH:15]=[CH:14][C:13]([I:19])=[C:12]([C:3]([O:8][CH2:9][O:10][CH3:11])([C:4]([F:7])([F:6])[F:5])[C:2]([F:1])([F:20])[F:21])[CH:17]=1. (3) Given the reactants [CH2:1]([OH:21])[CH2:2][CH:3]([CH2:5][CH2:6][CH2:7][CH:8]([CH2:10][CH2:11][CH2:12][CH:13]([CH2:15][CH2:16][CH2:17][CH:18]([CH3:20])[CH3:19])[CH3:14])[CH3:9])[CH3:4].N1C=CC=CC=1.[C:28]1([CH3:38])[CH:33]=[CH:32][C:31]([S:34](Cl)(=[O:36])=[O:35])=[CH:30][CH:29]=1, predict the reaction product. The product is: [S:34]([C:31]1[CH:32]=[CH:33][C:28]([CH3:38])=[CH:29][CH:30]=1)([O:21][CH2:1][CH2:2][CH:3]([CH2:5][CH2:6][CH2:7][CH:8]([CH2:10][CH2:11][CH2:12][CH:13]([CH2:15][CH2:16][CH2:17][CH:18]([CH3:20])[CH3:19])[CH3:14])[CH3:9])[CH3:4])(=[O:36])=[O:35]. (4) The product is: [C:9]([O:14][CH2:1][CH2:2][CH2:3][CH2:4][CH2:5][CH2:6][CH2:7][CH3:8])(=[O:13])[C:10]([CH3:12])=[CH2:11]. Given the reactants [CH2:1]=[CH:2][CH2:3][CH2:4][CH2:5][CH2:6][CH2:7][CH3:8].[C:9]([OH:14])(=[O:13])[C:10]([CH3:12])=[CH2:11].C(=O)(O)[O-].[Na+].O, predict the reaction product. (5) Given the reactants [F:1][C:2]1[CH:7]=[C:6]([O:8][C:9]2[CH:14]=[CH:13][N:12]=[C:11]([C:15]3[CH:16]=[N:17][N:18]([CH3:20])[CH:19]=3)[CH:10]=2)[C:5]([F:21])=[CH:4][C:3]=1[NH:22][C:23]([C:25]1[C:26](=[O:39])[N:27]([C:32]2[CH:37]=[CH:36][C:35]([F:38])=[CH:34][CH:33]=2)[CH:28]=[CH:29][C:30]=1I)=[O:24].[CH3:40][NH2:41], predict the reaction product. The product is: [F:1][C:2]1[CH:7]=[C:6]([O:8][C:9]2[CH:14]=[CH:13][N:12]=[C:11]([C:15]3[CH:16]=[N:17][N:18]([CH3:20])[CH:19]=3)[CH:10]=2)[C:5]([F:21])=[CH:4][C:3]=1[NH:22][C:23]([C:25]1[C:26](=[O:39])[N:27]([C:32]2[CH:37]=[CH:36][C:35]([F:38])=[CH:34][CH:33]=2)[CH:28]=[CH:29][C:30]=1[NH:41][CH3:40])=[O:24]. (6) The product is: [Cl:1][C:2]1[C:11]([CH:12]([OH:13])[CH3:19])=[CH:10][C:9]2[C:4](=[CH:5][C:6]([F:14])=[CH:7][CH:8]=2)[N:3]=1. Given the reactants [Cl:1][C:2]1[C:11]([CH:12]=[O:13])=[CH:10][C:9]2[C:4](=[CH:5][C:6]([F:14])=[CH:7][CH:8]=2)[N:3]=1.C[Mg+].[Br-].Cl[C:19]1C([C@@H](N2C(=O)C3C(=CC=CC=3)C2=O)C)=CC2C(=CC(F)=CC=2)N=1, predict the reaction product.